From a dataset of Forward reaction prediction with 1.9M reactions from USPTO patents (1976-2016). Predict the product of the given reaction. (1) Given the reactants Br[C:2]1[CH:3]=[C:4]2[C:9](=[CH:10][C:11]=1[F:12])[N:8]1[C:13]([CH3:16])=[N:14][N:15]=[C:7]1[CH2:6][CH2:5]2.[CH3:17][C:18]1([CH3:34])[C:22]([CH3:24])([CH3:23])[O:21][B:20]([B:20]2[O:21][C:22]([CH3:24])([CH3:23])[C:18]([CH3:34])([CH3:17])[O:19]2)[O:19]1.C([O-])(=O)C.[K+], predict the reaction product. The product is: [F:12][C:11]1[CH:10]=[C:9]2[C:4]([CH2:5][CH2:6][C:7]3[N:8]2[C:13]([CH3:16])=[N:14][N:15]=3)=[CH:3][C:2]=1[B:20]1[O:21][C:22]([CH3:24])([CH3:23])[C:18]([CH3:34])([CH3:17])[O:19]1. (2) Given the reactants [C:1]([C:5]1[S:9][C:8]([NH:10]C(=O)OC(C)(C)C)=[C:7]([C:18]([N:20]2[CH2:25][CH2:24][N:23]([CH3:26])[C:22](=[O:27])[C:21]2([CH3:29])[CH3:28])=[O:19])[CH:6]=1)([CH3:4])([CH3:3])[CH3:2], predict the reaction product. The product is: [NH2:10][C:8]1[S:9][C:5]([C:1]([CH3:4])([CH3:3])[CH3:2])=[CH:6][C:7]=1[C:18]([N:20]1[CH2:25][CH2:24][N:23]([CH3:26])[C:22](=[O:27])[C:21]1([CH3:28])[CH3:29])=[O:19].